From a dataset of Catalyst prediction with 721,799 reactions and 888 catalyst types from USPTO. Predict which catalyst facilitates the given reaction. (1) Reactant: [OH-].[Na+].C(ON(O[C:20](=[O:22])[CH3:21])CCN(OC(=O)C)OC(=O)C)(=O)C.[Na].[Na].[Na].[Na].[CH2:27]=[CH:28][C:29]1C=C[CH:32]=[CH:31][CH:30]=1.C(O)(=[O:38])C=C.CC(C(C(C(S)(C)C)(C)C)(C)C)C. Product: [CH3:32]/[CH:31]=[CH:30]/[CH:29]1[CH2:21][C@H:20]([OH:22])[C@H:27]([OH:38])[CH2:28]1. The catalyst class is: 6. (2) Reactant: [N:1]1([CH2:7][C:8]2[CH:13]=[CH:12][N:11]=[CH:10][CH:9]=2)[CH2:6][CH2:5][CH2:4][CH2:3][CH2:2]1.[ClH:14]. Product: [ClH:14].[ClH:14].[N:1]1([CH2:7][CH:8]2[CH2:9][CH2:10][NH:11][CH2:12][CH2:13]2)[CH2:2][CH2:3][CH2:4][CH2:5][CH2:6]1. The catalyst class is: 810. (3) Reactant: [C:1]1([C:10](OC)=[O:11])([C:6]([O:8][CH3:9])=[O:7])[CH2:5][CH2:4][CH2:3][CH2:2]1.[H-].C([Al+]CC(C)C)C(C)C. Product: [CH3:9][O:8][C:6]([C:1]1([CH:10]=[O:11])[CH2:2][CH2:3][CH2:4][CH2:5]1)=[O:7]. The catalyst class is: 4.